Predict the reaction yield, written as a fraction of the theoretical maximum amount of product (1.0 means a 100% yield; for example, 0.34 means a 34% yield). From a dataset of Reaction yield outcomes from USPTO patents with 853,638 reactions. (1) The reactants are Cl[C:2]([O:4][CH2:5][C:6]1[CH:11]=[CH:10][CH:9]=[CH:8][CH:7]=1)=[O:3].[CH3:12][O:13][CH:14]([O:17][CH3:18])[CH2:15][NH2:16].[OH-].[Na+]. The catalyst is C1(C)C=CC=CC=1. The product is [CH3:12][O:13][CH:14]([O:17][CH3:18])[CH2:15][NH:16][C:2](=[O:3])[O:4][CH2:5][C:6]1[CH:11]=[CH:10][CH:9]=[CH:8][CH:7]=1. The yield is 0.900. (2) The reactants are [CH3:1][N:2]1[C:10](=[O:11])[C:9]2[NH:8][CH:7]=[N:6][C:5]=2[N:4]([CH2:12][CH2:13][CH2:14][CH2:15][CH3:16])[C:3]1=[O:17].[Br:18]NC(=O)CCC(N)=O. The product is [Br:18][C:7]1[NH:8][C:9]2[C:10](=[O:11])[N:2]([CH3:1])[C:3](=[O:17])[N:4]([CH2:12][CH2:13][CH2:14][CH2:15][CH3:16])[C:5]=2[N:6]=1. The catalyst is CN(C=O)C. The yield is 0.120. (3) The reactants are [CH3:1][C:2]1[CH:7]=[CH:6][N:5]=[C:4]([NH2:8])[CH:3]=1.[I:9](O)(=O)(=O)=O.S(=O)(=O)(O)O.II. The catalyst is C(O)(=O)C.O. The product is [I:9][C:7]1[C:2]([CH3:1])=[CH:3][C:4]([NH2:8])=[N:5][CH:6]=1. The yield is 0.780. (4) The reactants are [CH3:1][O:2][C:3]1[CH:13]=[CH:12][CH:11]=[C:5]2[C:6]([NH:8][C:9](=O)[C:4]=12)=O.B.CO.Cl. The catalyst is O1CCCC1. The product is [CH3:1][O:2][C:3]1[CH:13]=[CH:12][CH:11]=[C:5]2[C:4]=1[CH2:9][NH:8][CH2:6]2. The yield is 0.590. (5) The reactants are [C:1](N1C=CN=C1)(N1C=CN=C1)=O.[C:13]1([CH3:25])[CH:18]=[C:17]([C:19]([OH:21])=[O:20])[CH:16]=[C:15]([C:22]([OH:24])=[O:23])[CH:14]=1.[CH2:26]1[CH2:36][CH2:35]N2C(=NCCC2)CC1.[CH3:37][C:38](O)([CH3:40])[CH3:39].Cl. The catalyst is CN(C=O)C.CCOCC. The product is [C:13]1([CH3:25])[CH:18]=[C:17]([C:19]([O:21][C:38]([CH3:40])([CH3:39])[CH3:37])=[O:20])[CH:16]=[C:15]([C:22]([O:24][C:36]([CH3:35])([CH3:26])[CH3:1])=[O:23])[CH:14]=1. The yield is 0.840. (6) The yield is 0.200. The reactants are [NH:1]1[CH:5]=[C:4]([C:6]2[C:7]([C:12]3[CH:17]=[CH:16][CH:15]=[CH:14][CH:13]=3)=[N:8][O:9][C:10]=2[CH3:11])[N:3]=[CH:2]1.[F:18][C:19]([F:30])([F:29])[C:20]1[CH:25]=[CH:24][CH:23]=[CH:22][C:21]=1B(O)O. The product is [CH3:11][C:10]1[O:9][N:8]=[C:7]([C:12]2[CH:13]=[CH:14][CH:15]=[CH:16][CH:17]=2)[C:6]=1[C:4]1[N:3]=[CH:2][N:1]([C:21]2[CH:22]=[CH:23][CH:24]=[CH:25][C:20]=2[C:19]([F:30])([F:29])[F:18])[CH:5]=1. No catalyst specified. (7) The reactants are [CH:1]1([O:6][CH2:7][CH2:8][O:9][C:10]2[CH:20]=[CH:19][C:13]([O:14][CH2:15][CH:16]3[CH2:18][O:17]3)=[CH:12][CH:11]=2)[CH2:5][CH2:4][CH2:3][CH2:2]1.Cl.[NH2:22][CH2:23][CH2:24][NH:25][C:26]([NH:28][C:29]1[CH:34]=[CH:33][C:32]([O:35][CH2:36][CH2:37][F:38])=[CH:31][CH:30]=1)=[O:27].C1(OCCOC2C=CC(OCC(O)CNCCNC(NC3C=CC([N+]([O-])=O)=CC=3)=O)=CC=2)CCCC1. No catalyst specified. The product is [CH:1]1([O:6][CH2:7][CH2:8][O:9][C:10]2[CH:20]=[CH:19][C:13]([O:14][CH2:15][CH:16]([OH:17])[CH2:18][NH:22][CH2:23][CH2:24][NH:25][C:26]([NH:28][C:29]3[CH:34]=[CH:33][C:32]([O:35][CH2:36][CH2:37][F:38])=[CH:31][CH:30]=3)=[O:27])=[CH:12][CH:11]=2)[CH2:5][CH2:4][CH2:3][CH2:2]1. The yield is 0.230. (8) The reactants are N[C:2]1[CH:3]=[C:4]([C@@H:12]2[CH2:16][NH:15][C:14](=[O:17])[CH2:13]2)[C:5]([N+:9]([O-:11])=[O:10])=[CH:6][C:7]=1[Cl:8].N([O-])=O.[Na+].O. The catalyst is OS(O)(=O)=O. The product is [Cl:8][C:7]1[CH:2]=[CH:3][C:4]([C@@H:12]2[CH2:16][NH:15][C:14](=[O:17])[CH2:13]2)=[C:5]([N+:9]([O-:11])=[O:10])[CH:6]=1. The yield is 0.800. (9) The reactants are [H-].[Na+].[CH3:3][N:4]([CH:6]=O)[CH3:5].[F:8][C:9]1[CH:18]=[CH:17][C:16]([O:19][CH2:20][CH2:21][CH3:22])=C2[C:10]=1[C:11](=[O:31])[C:12]([C:23]1[CH:28]=[CH:27][C:26]([O:29][CH3:30])=[CH:25][CH:24]=1)=CN2.CI. The catalyst is C(OCC)(=O)C.O. The product is [F:8][C:9]1[CH:18]=[CH:17][C:16]([O:19][CH2:20][CH2:21][CH3:22])=[C:5]2[C:10]=1[C:11](=[O:31])[C:12]([C:23]1[CH:28]=[CH:27][C:26]([O:29][CH3:30])=[CH:25][CH:24]=1)=[CH:6][N:4]2[CH3:3]. The yield is 0.720. (10) The reactants are Br[C:2]1[CH:25]=[CH:24][C:5]([O:6][C:7]2[C:8]3[CH:22]=[CH:21][C:20]([OH:23])=[CH:19][C:9]=3[S:10][C:11]=2[C:12]2[CH:17]=[CH:16][C:15]([OH:18])=[CH:14][CH:13]=2)=[CH:4][CH:3]=1.C(N(CC)CC)C.[CH:33]([C:35]1[N:36]=[CH:37][N:38]([CH3:40])[CH:39]=1)=[CH2:34]. The catalyst is CN(C=O)C.Cl[Pd](Cl)([P](C1C=CC=CC=1)(C1C=CC=CC=1)C1C=CC=CC=1)[P](C1C=CC=CC=1)(C1C=CC=CC=1)C1C=CC=CC=1. The product is [OH:18][C:15]1[CH:16]=[CH:17][C:12]([C:11]2[S:10][C:9]3[CH:19]=[C:20]([OH:23])[CH:21]=[CH:22][C:8]=3[C:7]=2[O:6][C:5]2[CH:24]=[CH:25][C:2](/[CH:34]=[CH:33]/[C:35]3[N:36]=[CH:37][N:38]([CH3:40])[CH:39]=3)=[CH:3][CH:4]=2)=[CH:13][CH:14]=1. The yield is 0.582.